From a dataset of NCI-60 drug combinations with 297,098 pairs across 59 cell lines. Regression. Given two drug SMILES strings and cell line genomic features, predict the synergy score measuring deviation from expected non-interaction effect. Drug 1: CC1=C2C(C(=O)C3(C(CC4C(C3C(C(C2(C)C)(CC1OC(=O)C(C(C5=CC=CC=C5)NC(=O)OC(C)(C)C)O)O)OC(=O)C6=CC=CC=C6)(CO4)OC(=O)C)OC)C)OC. Drug 2: CCCCC(=O)OCC(=O)C1(CC(C2=C(C1)C(=C3C(=C2O)C(=O)C4=C(C3=O)C=CC=C4OC)O)OC5CC(C(C(O5)C)O)NC(=O)C(F)(F)F)O. Cell line: UACC-257. Synergy scores: CSS=28.3, Synergy_ZIP=7.04, Synergy_Bliss=9.62, Synergy_Loewe=-1.05, Synergy_HSA=8.97.